From a dataset of Forward reaction prediction with 1.9M reactions from USPTO patents (1976-2016). Predict the product of the given reaction. (1) Given the reactants Cl[C:2]1C=C(C=C[CH:11]=1)C(OO)=O.C(S[C:15]1[CH:20]=[CH:19][CH:18]=[CH:17][C:16]=1[C:21](=[O:23])[CH3:22])C.[S:24]([O-:28])([O-])(=[O:26])=S.[Na+].[Na+], predict the reaction product. The product is: [CH2:2]([S:24]([C:15]1[CH:20]=[CH:19][CH:18]=[CH:17][C:16]=1[C:21](=[O:23])[CH3:22])(=[O:28])=[O:26])[CH3:11]. (2) Given the reactants [N+]([C:4]1[CH:5]=[C:6]([CH:10]=[C:11]([C:13]([F:16])([F:15])[F:14])[CH:12]=1)[C:7]([OH:9])=O)([O-])=O.C([O:21][C:22](=[O:25])[CH2:23][NH2:24])(C)(C)C.C(N(CC)[CH:30]([CH3:32])[CH3:31])(C)C.F[P-](F)(F)(F)(F)F.N1(O[P+](N(C)C)(N(C)C)N(C)C)C2C=CC=C[C:45]=2N=N1, predict the reaction product. The product is: [C:30]([N:24]([C:7](=[O:9])[C:6]1[CH:5]=[CH:4][CH:12]=[C:11]([C:13]([F:16])([F:15])[F:14])[CH:10]=1)[CH2:23][C:22]([OH:21])=[O:25])([CH3:32])([CH3:45])[CH3:31]. (3) Given the reactants [C:1]([CH:3]([CH:7]1[C:11]([Cl:12])=[C:10](Cl)C(=O)O1)[C:4]([NH2:6])=[O:5])#[N:2].Cl.[F:16][C:17]1[CH:22]=[CH:21][C:20]([CH:23]([NH2:25])[CH3:24])=[CH:19][CH:18]=1, predict the reaction product. The product is: [ClH:12].[Cl:12][C:11]1[CH:7]=[C:3]([C:4]([NH2:6])=[O:5])[C:1](=[NH:2])[N:25]([CH:23]([C:20]2[CH:21]=[CH:22][C:17]([F:16])=[CH:18][CH:19]=2)[CH3:24])[CH:10]=1. (4) Given the reactants [CH2:1]([O:3][C:4](=[O:25])[C:5]1[CH:10]=[C:9]([N:11]2[C:15]([CH3:16])=[CH:14][CH:13]=[C:12]2[C:17]2[CH:22]=[C:21]([Br:23])[CH:20]=[CH:19][C:18]=2[OH:24])[CH:8]=[N:7][CH:6]=1)[CH3:2].[F:26][C:27]1[CH:34]=[C:33]([F:35])[CH:32]=[CH:31][C:28]=1[CH2:29]Br.C(=O)([O-])[O-].[K+].[K+], predict the reaction product. The product is: [CH2:1]([O:3][C:4](=[O:25])[C:5]1[CH:10]=[C:9]([N:11]2[C:15]([CH3:16])=[CH:14][CH:13]=[C:12]2[C:17]2[CH:22]=[C:21]([Br:23])[CH:20]=[CH:19][C:18]=2[O:24][CH2:29][C:28]2[CH:31]=[CH:32][C:33]([F:35])=[CH:34][C:27]=2[F:26])[CH:8]=[N:7][CH:6]=1)[CH3:2].